Dataset: Peptide-MHC class I binding affinity with 185,985 pairs from IEDB/IMGT. Task: Regression. Given a peptide amino acid sequence and an MHC pseudo amino acid sequence, predict their binding affinity value. This is MHC class I binding data. (1) The peptide sequence is GEYAPFARL. The MHC is HLA-A80:01 with pseudo-sequence HLA-A80:01. The binding affinity (normalized) is 0.0847. (2) The peptide sequence is QLVFGIELMEV. The MHC is HLA-A02:06 with pseudo-sequence HLA-A02:06. The binding affinity (normalized) is 0.518. (3) The peptide sequence is IARIENEMKI. The MHC is HLA-A02:03 with pseudo-sequence HLA-A02:03. The binding affinity (normalized) is 0. (4) The peptide sequence is SPFLPLLPIF. The MHC is Patr-A0301 with pseudo-sequence Patr-A0301. The binding affinity (normalized) is 0. (5) The peptide sequence is ANKQYIHCFR. The MHC is HLA-A33:01 with pseudo-sequence HLA-A33:01. The binding affinity (normalized) is 0.550.